From a dataset of Forward reaction prediction with 1.9M reactions from USPTO patents (1976-2016). Predict the product of the given reaction. Given the reactants [F:1][C:2]([F:9])([F:8])[C:3](OCC)=[O:4].[Na].[Cl:11][C:12]1[CH:17]=[C:16]([Cl:18])[CH:15]=[CH:14][C:13]=1[CH2:19][C:20]([O:22][CH2:23][CH3:24])=[O:21].Cl, predict the reaction product. The product is: [Cl:11][C:12]1[CH:17]=[C:16]([Cl:18])[CH:15]=[CH:14][C:13]=1[CH:19]([C:3](=[O:4])[C:2]([F:9])([F:8])[F:1])[C:20]([O:22][CH2:23][CH3:24])=[O:21].